Dataset: Forward reaction prediction with 1.9M reactions from USPTO patents (1976-2016). Task: Predict the product of the given reaction. Given the reactants CN(C(ON1N=NC2C=CC=CC1=2)=[N+](C)C)C.[B-](F)(F)(F)F.[F:23][C:24]([F:32])([F:31])[C:25]1([C:28](O)=[O:29])[CH2:27][CH2:26]1.[Cl:33][C:34]1[CH:41]=[CH:40][C:37]([CH2:38][NH2:39])=[CH:36][C:35]=1[N+:42]([O-:44])=[O:43], predict the reaction product. The product is: [Cl:33][C:34]1[CH:41]=[CH:40][C:37]([CH2:38][NH:39][C:28]([C:25]2([C:24]([F:32])([F:31])[F:23])[CH2:27][CH2:26]2)=[O:29])=[CH:36][C:35]=1[N+:42]([O-:44])=[O:43].